This data is from Rat liver microsome stability data. The task is: Regression/Classification. Given a drug SMILES string, predict its absorption, distribution, metabolism, or excretion properties. Task type varies by dataset: regression for continuous measurements (e.g., permeability, clearance, half-life) or binary classification for categorical outcomes (e.g., BBB penetration, CYP inhibition). Dataset: rlm. (1) The drug is Cc1cccc(-n2ncc3c2CCCC3NC(=O)c2c(F)ccc(F)c2F)c1C. The result is 1 (stable in rat liver microsomes). (2) The drug is CC(C(O)c1ccc(O)cc1)N1CCC(Cc2ccccc2)CC1. The result is 1 (stable in rat liver microsomes). (3) The compound is Cc1c(Nc2c(C#N)cncc2C=Cc2ccc(S(=O)(=O)N(C(C)C)C(C)C)cc2)ccc2[nH]ccc12. The result is 1 (stable in rat liver microsomes). (4) The drug is C=C(C)[C@@H]1CC[C@]2(NCCO)CC[C@]3(C)[C@H](CC[C@@H]4[C@@]5(C)CC=C(c6ccc(C(=O)O)cc6)C(C)(C)[C@@H]5CC[C@]43C)[C@@H]12. The result is 0 (unstable in rat liver microsomes). (5) The compound is C=C(C)[C@@H]1CC[C@]2(NCCCN3CCS(=O)(=O)CC3)CC[C@]3(C)[C@H](CC[C@@H]4[C@@]5(C)CC=C(c6ccc(C(=O)O)cc6)C(C)(C)[C@@H]5CC[C@]43C)[C@@H]12. The result is 0 (unstable in rat liver microsomes). (6) The drug is C=Cc1ccc2c(NCc3ccc(NC(=O)c4ccc(F)cc4)cc3)nc(N(C)C)nc2c1. The result is 1 (stable in rat liver microsomes). (7) The molecule is O=C(NCCCN1CCCC1=O)c1ccc(-c2ncc3cnc(-c4ccccc4)cn23)cc1. The result is 0 (unstable in rat liver microsomes). (8) The result is 1 (stable in rat liver microsomes). The compound is Cc1c2c(n3c1CCCN(C)C[C@H](C)Nc1cc-3ccc1C(N)=O)CC(C)(C)CC2=O. (9) The molecule is COc1ccccc1-c1csc(N2CCC(C(N)=O)CC2)n1. The result is 1 (stable in rat liver microsomes).